This data is from Forward reaction prediction with 1.9M reactions from USPTO patents (1976-2016). The task is: Predict the product of the given reaction. Given the reactants Cl.[F:2][C:3]1[CH:8]=[CH:7][C:6]([CH2:9][C:10](=[O:15])[CH2:11][N:12]([CH3:14])[CH3:13])=[CH:5][CH:4]=1.[NH:16]1C=CN=[CH:17]1, predict the reaction product. The product is: [F:2][C:3]1[CH:4]=[CH:5][C:6]([CH2:9][C:10](=[O:15])[CH2:11][N:12]2[CH:14]=[CH:17][N:16]=[CH:13]2)=[CH:7][CH:8]=1.